Dataset: Catalyst prediction with 721,799 reactions and 888 catalyst types from USPTO. Task: Predict which catalyst facilitates the given reaction. Reactant: [C:1]([O:5][C:6]([N:8]1[CH2:38][CH2:37][C:11]2[N:12]=[C:13]([N:26]3[CH2:31][CH2:30][CH:29]([C:32]([O:34]CC)=[O:33])[CH2:28][CH2:27]3)[N:14]=[C:15]([NH:16][CH2:17][C:18]3[CH:23]=[CH:22][C:21]([F:24])=[CH:20][C:19]=3[Cl:25])[C:10]=2[CH2:9]1)=[O:7])([CH3:4])([CH3:3])[CH3:2].[OH-].[Na+].O. Product: [C:1]([O:5][C:6]([N:8]1[CH2:38][CH2:37][C:11]2[N:12]=[C:13]([N:26]3[CH2:27][CH2:28][CH:29]([C:32]([OH:34])=[O:33])[CH2:30][CH2:31]3)[N:14]=[C:15]([NH:16][CH2:17][C:18]3[CH:23]=[CH:22][C:21]([F:24])=[CH:20][C:19]=3[Cl:25])[C:10]=2[CH2:9]1)=[O:7])([CH3:4])([CH3:2])[CH3:3]. The catalyst class is: 8.